Dataset: Full USPTO retrosynthesis dataset with 1.9M reactions from patents (1976-2016). Task: Predict the reactants needed to synthesize the given product. (1) Given the product [Cl:1][C:2]1[CH:3]=[C:4]([C@@H:12]([CH2:22][CH:23]2[CH2:27][CH2:26][CH2:25][CH:24]2[OH:28])[C:13]([NH:15][C:16]2[CH:21]=[N:20][CH:19]=[CH:18][N:17]=2)=[O:14])[CH:5]=[CH:6][C:7]=1[S:8]([CH3:11])(=[O:10])=[O:9], predict the reactants needed to synthesize it. The reactants are: [Cl:1][C:2]1[CH:3]=[C:4]([C@@H:12]([CH2:22][CH:23]2[CH2:27][CH2:26][CH2:25][C:24]2=[O:28])[C:13]([NH:15][C:16]2[CH:21]=[N:20][CH:19]=[CH:18][N:17]=2)=[O:14])[CH:5]=[CH:6][C:7]=1[S:8]([CH3:11])(=[O:10])=[O:9].[BH4-].[Na+]. (2) Given the product [N:17]1[CH:22]=[CH:21][CH:20]=[CH:19][C:18]=1[C@@H:23]1[NH:3][CH:4]([C:7]([OH:9])=[O:8])[CH2:5][S:6]1, predict the reactants needed to synthesize it. The reactants are: O.Cl.[NH2:3][C@H:4]([C:7]([OH:9])=[O:8])[CH2:5][SH:6].C([O-])(=O)C.[K+].CO.[N:17]1[CH:22]=[CH:21][CH:20]=[CH:19][C:18]=1[CH:23]=O. (3) Given the product [N:2]1([CH2:7][C:8]([NH:11][C@@H:12]([CH2:29][O:30][CH2:31][C:32]2[CH:37]=[CH:36][CH:35]=[CH:34][CH:33]=2)[C:13]([NH:15][C:16]2[CH:17]=[CH:18][C:19]([O:22][C:23]3[CH:28]=[CH:27][CH:26]=[CH:25][CH:24]=3)=[CH:20][CH:21]=2)=[O:14])=[O:10])[CH:6]=[N:5][CH:4]=[N:3]1, predict the reactants needed to synthesize it. The reactants are: Cl.[N:2]1([CH2:7][C:8]([OH:10])=O)[CH:6]=[N:5][CH:4]=[N:3]1.[NH2:11][C@@H:12]([CH2:29][O:30][CH2:31][C:32]1[CH:37]=[CH:36][CH:35]=[CH:34][CH:33]=1)[C:13]([NH:15][C:16]1[CH:21]=[CH:20][C:19]([O:22][C:23]2[CH:28]=[CH:27][CH:26]=[CH:25][CH:24]=2)=[CH:18][CH:17]=1)=[O:14]. (4) Given the product [C:1]([O:2][CH2:10][C:11]1[N:8]=[C:7]([NH2:9])[NH:6][N:5]=1)(=[O:4])[CH2:15][OH:17], predict the reactants needed to synthesize it. The reactants are: [C:1](=[O:4])(O)[OH:2].[NH2:5][NH:6][C:7]([NH2:9])=[NH:8].[C:10](O)(=O)[CH2:11]O.[C:15](=[O:17])=O.[N+]([O-])(O)=O.